Dataset: Full USPTO retrosynthesis dataset with 1.9M reactions from patents (1976-2016). Task: Predict the reactants needed to synthesize the given product. (1) The reactants are: Br[C:2]1[CH:7]=[CH:6][N:5]=[C:4]([F:8])[C:3]=1[CH:9]=[O:10].C([Sn](CCCC)(CCCC)[C:16]1[N:17]=[CH:18][N:19]([C:21]([C:34]2[CH:39]=[CH:38][CH:37]=[CH:36][CH:35]=2)([C:28]2[CH:33]=[CH:32][CH:31]=[CH:30][CH:29]=2)[C:22]2[CH:27]=[CH:26][CH:25]=[CH:24][CH:23]=2)[CH:20]=1)CCC. Given the product [F:8][C:4]1[C:3]([CH:9]=[O:10])=[C:2]([C:16]2[N:17]=[CH:18][N:19]([C:21]([C:22]3[CH:27]=[CH:26][CH:25]=[CH:24][CH:23]=3)([C:34]3[CH:35]=[CH:36][CH:37]=[CH:38][CH:39]=3)[C:28]3[CH:29]=[CH:30][CH:31]=[CH:32][CH:33]=3)[CH:20]=2)[CH:7]=[CH:6][N:5]=1, predict the reactants needed to synthesize it. (2) The reactants are: C(O[C:6](=[O:19])[NH:7][S:8]([N:11]1[CH2:16][CH2:15][C:14]([F:18])([F:17])[CH2:13][CH2:12]1)(=[O:10])=[O:9])(C)(C)C.[Cl:20][C:21]1[CH:26]=[CH:25][C:24]([C:27]2[CH:31]([C:32]3[CH:37]=[CH:36][CH:35]=[CH:34][CH:33]=3)[CH2:30][NH:29][N:28]=2)=[CH:23][CH:22]=1. Given the product [Cl:20][C:21]1[CH:22]=[CH:23][C:24]([C:27]2([C:6]([NH:7][S:8]([N:11]3[CH2:12][CH2:13][C:14]([F:17])([F:18])[CH2:15][CH2:16]3)(=[O:9])=[O:10])=[O:19])[CH:31]([C:32]3[CH:33]=[CH:34][CH:35]=[CH:36][CH:37]=3)[CH2:30][NH:29][NH:28]2)=[CH:25][CH:26]=1, predict the reactants needed to synthesize it. (3) Given the product [Cl:1][C:2]1[C:3]2[C:10]([C:29]3[CH:30]=[CH:31][C:32]([O:33][C:34]4[CH:35]=[CH:36][CH:37]=[CH:38][CH:39]=4)=[C:27]([O:26][CH3:25])[CH:28]=3)=[CH:9][N:8]([C@H:12]3[CH2:17][CH2:16][C@H:15]([N:18]4[CH2:23][CH2:22][NH:21][CH2:24][CH:19]4[CH3:20])[CH2:14][CH2:13]3)[C:4]=2[N:5]=[CH:6][N:7]=1, predict the reactants needed to synthesize it. The reactants are: [Cl:1][C:2]1[C:3]2[C:10](I)=[CH:9][N:8]([C@H:12]3[CH2:17][CH2:16][C@H:15]([N:18]4[CH2:23][CH2:22][N:21]([CH3:24])[CH2:20][CH2:19]4)[CH2:14][CH2:13]3)[C:4]=2[N:5]=[CH:6][N:7]=1.[CH3:25][O:26][C:27]1[CH:28]=[C:29](B2OC(C)(C)C(C)(C)O2)[CH:30]=[CH:31][C:32]=1[O:33][C:34]1[CH:39]=[CH:38][CH:37]=[CH:36][CH:35]=1.ClC1C2C(C3C=CC(OC4C=CC=CC=4)=C(C=3)C#N)=CN([C@H]3CC[C@H](N4CCN(C)CC4)CC3)C=2N=CN=1.CO[C@@H]1[C@@H](C(OC)=O)[C@@H]2[C@@H](CN3[C@H](C2)C2NC4C=C(OC)C=CC=4C=2CC3)C[C@H]1OC(C1C=C(OC)C(OC)=C(OC)C=1)=O. (4) The reactants are: [CH:1](OC(Cl)(Cl)Cl)=[O:2].[F:8][C:9]1[CH:10]=[C:11]([C:16]2[CH:21]=[CH:20][C:19](=[O:22])[N:18]([CH2:23][C:24]3[CH:25]=[C:26]([CH:31]=[CH:32][CH:33]=3)[C:27]([NH:29][NH2:30])=[O:28])[N:17]=2)[CH:12]=[C:13]([F:15])[CH:14]=1.O. Given the product [F:8][C:9]1[CH:10]=[C:11]([C:16]2[CH:21]=[CH:20][C:19](=[O:22])[N:18]([CH2:23][C:24]3[CH:33]=[CH:32][CH:31]=[C:26]([C:27]4[O:28][C:1](=[O:2])[NH:30][N:29]=4)[CH:25]=3)[N:17]=2)[CH:12]=[C:13]([F:15])[CH:14]=1, predict the reactants needed to synthesize it. (5) The reactants are: [CH3:1][O:2][C:3]1[CH:8]=[CH:7][CH:6]=[CH:5][C:4]=1[C:9]1[NH:13][N:12]=[C:11]([S:14][CH3:15])[N:10]=1.ClC[C:18]([N:20]([CH3:22])[CH3:21])=[O:19]. Given the product [CH3:1][O:2][C:3]1[CH:8]=[CH:7][CH:6]=[CH:5][C:4]=1[C:9]1[NH:13][N:12]=[C:11]([S:14][CH2:15][C:18]([N:20]([CH3:22])[CH3:21])=[O:19])[N:10]=1, predict the reactants needed to synthesize it. (6) Given the product [F:36][C:34]1[CH:33]=[CH:32][C:30]2[N:31]=[C:27]([NH:22][C:19]3[CH:20]=[CH:21][C:16]([C:14]4[N:15]=[C:11]([C:9]([NH:8][CH:3]([CH:2]([CH3:25])[CH3:1])[C:4]([O:6][CH3:7])=[O:5])=[O:10])[S:12][CH:13]=4)=[CH:17][CH:18]=3)[S:28][C:29]=2[CH:35]=1, predict the reactants needed to synthesize it. The reactants are: [CH3:1][CH:2]([CH3:25])[CH:3]([NH:8][C:9]([C:11]1[S:12][CH:13]=[C:14]([C:16]2[CH:21]=[CH:20][C:19]([N+:22]([O-])=O)=[CH:18][CH:17]=2)[N:15]=1)=[O:10])[C:4]([O:6][CH3:7])=[O:5].Cl[C:27]1[S:28][C:29]2[CH:35]=[C:34]([F:36])[CH:33]=[CH:32][C:30]=2[N:31]=1.Cl.